This data is from Full USPTO retrosynthesis dataset with 1.9M reactions from patents (1976-2016). The task is: Predict the reactants needed to synthesize the given product. Given the product [OH:14][CH2:12][CH:10]1[CH2:9][N:8]([C:6]([C:42]2[CH:41]=[CH:40][C:39]([S:36]([N:29]3[C:30]4[C:35](=[CH:34][CH:33]=[CH:32][CH:31]=4)[C:27]([C:21]4[CH:26]=[CH:25][CH:24]=[CH:23][CH:22]=4)=[CH:28]3)(=[O:38])=[O:37])=[CH:47][CH:46]=2)=[O:7])[CH2:11]1, predict the reactants needed to synthesize it. The reactants are: C(O[C:6]([N:8]1[CH2:11][CH:10]([C:12]([OH:14])=O)[CH2:9]1)=[O:7])(C)(C)C.[H-].[Al+3].[Li+].[H-].[H-].[H-].[C:21]1([C:27]2[C:35]3[C:30](=[CH:31][CH:32]=[CH:33][CH:34]=3)[N:29]([S:36]([C:39]3[CH:47]=[CH:46][C:42](C(O)=O)=[CH:41][CH:40]=3)(=[O:38])=[O:37])[CH:28]=2)[CH:26]=[CH:25][CH:24]=[CH:23][CH:22]=1.N1CC(CO)C1.C(N(CC)CC)C.N1(O[P+](N(C)C)(N(C)C)N(C)C)C2C=CC=CC=2N=N1.